From a dataset of Peptide-MHC class I binding affinity with 185,985 pairs from IEDB/IMGT. Regression. Given a peptide amino acid sequence and an MHC pseudo amino acid sequence, predict their binding affinity value. This is MHC class I binding data. (1) The peptide sequence is IEVKFHPIL. The MHC is HLA-B07:02 with pseudo-sequence HLA-B07:02. The binding affinity (normalized) is 0.0847. (2) The peptide sequence is QTGGFFRPWSM. The MHC is Mamu-B17 with pseudo-sequence Mamu-B17. The binding affinity (normalized) is 0.